This data is from Full USPTO retrosynthesis dataset with 1.9M reactions from patents (1976-2016). The task is: Predict the reactants needed to synthesize the given product. (1) Given the product [CH:17]1([CH2:16][N:26]2[CH2:27][CH2:28][N:24]([C:22]3[S:21][C:20]([C:30]([O:32][CH2:33][CH3:34])=[O:31])=[C:19]([CH3:18])[CH:23]=3)[C:25]2=[O:29])[CH2:15][CH2:14]1, predict the reactants needed to synthesize it. The reactants are: FC(F)(F)C1C=CC(CBr)=CC=1.Br[CH2:14][CH:15]1[CH2:17][CH2:16]1.[CH3:18][C:19]1[CH:23]=[C:22]([N:24]2[CH2:28][CH2:27][NH:26][C:25]2=[O:29])[S:21][C:20]=1[C:30]([O:32][CH2:33][CH3:34])=[O:31]. (2) Given the product [ClH:9].[Cl:9][C:10]1[CH:11]=[C:12]([CH2:13][NH:7][CH2:6][C:5]([O:4][CH2:2][CH3:3])=[O:8])[CH:15]=[C:16]([Cl:18])[CH:17]=1, predict the reactants needed to synthesize it. The reactants are: Cl.[CH2:2]([O:4][C:5](=[O:8])[CH2:6][NH2:7])[CH3:3].[Cl:9][C:10]1[CH:11]=[C:12]([CH:15]=[C:16]([Cl:18])[CH:17]=1)[CH2:13]Cl.C(N(CC)CC)C. (3) Given the product [C:1]([O:5][C:6](=[O:37])[CH2:7][C@H:8]([NH:16][S:17]([C:20]1[CH:25]=[CH:24][C:23]([NH2:26])=[CH:22][C:21]=1[OH:29])(=[O:18])=[O:19])[CH:9]([O:10][CH2:11][CH3:12])[O:13][CH2:14][CH3:15])([CH3:3])([CH3:4])[CH3:2], predict the reactants needed to synthesize it. The reactants are: [C:1]([O:5][C:6](=[O:37])[CH2:7][C@H:8]([NH:16][S:17]([C:20]1[CH:25]=[CH:24][C:23]([N+:26]([O-])=O)=[CH:22][C:21]=1[O:29]CC1C=CC=CC=1)(=[O:19])=[O:18])[CH:9]([O:13][CH2:14][CH3:15])[O:10][CH2:11][CH3:12])([CH3:4])([CH3:3])[CH3:2].[H][H]. (4) Given the product [C:1]([NH:4][C:5]1[S:6][C:7]([CH2:26][CH2:27][C:28]([O:30][CH2:31][CH3:32])=[O:29])=[C:8]([CH2:10][CH2:11][C:12]2[CH:17]=[CH:16][C:15]([NH:18][C:19]([O:21][C:22]([CH3:23])([CH3:25])[CH3:24])=[O:20])=[CH:14][CH:13]=2)[N:9]=1)(=[O:3])[CH3:2], predict the reactants needed to synthesize it. The reactants are: [C:1]([NH:4][C:5]1[S:6][C:7](/[CH:26]=[CH:27]/[C:28]([O:30][CH2:31][CH3:32])=[O:29])=[C:8]([CH2:10][CH2:11][C:12]2[CH:17]=[CH:16][C:15]([NH:18][C:19]([O:21][C:22]([CH3:25])([CH3:24])[CH3:23])=[O:20])=[CH:14][CH:13]=2)[N:9]=1)(=[O:3])[CH3:2].C(NC1SC(/C=C\C(OCC)=O)=C(CCC2C=CC(NC(OC(C)(C)C)=O)=CC=2)N=1)(=O)C.[H][H]. (5) Given the product [Cl:30][C:15]1[CH:16]=[C:17]([C:20]2[CH:25]=[CH:24][CH:23]=[C:22]([S:26]([CH3:29])(=[O:28])=[O:27])[CH:21]=2)[CH:18]=[CH:19][C:14]=1[N:12]1[CH:13]=[C:9]([C:7]2[S:46][CH2:2][C:3]([CH3:5])([CH3:4])[N:6]=2)[N:10]=[C:11]1[C:31]1[C:36]([Cl:37])=[CH:35][CH:34]=[CH:33][C:32]=1[Cl:38], predict the reactants needed to synthesize it. The reactants are: O[CH2:2][C:3]([NH:6][C:7]([C:9]1[N:10]=[C:11]([C:31]2[C:36]([Cl:37])=[CH:35][CH:34]=[CH:33][C:32]=2[Cl:38])[N:12]([C:14]2[CH:19]=[CH:18][C:17]([C:20]3[CH:25]=[CH:24][CH:23]=[C:22]([S:26]([CH3:29])(=[O:28])=[O:27])[CH:21]=3)=[CH:16][C:15]=2[Cl:30])[CH:13]=1)=O)([CH3:5])[CH3:4].C1C=CC=CC=1.P12(SP3(SP(SP(S3)(S1)=S)(=S)S2)=S)=[S:46]. (6) Given the product [CH2:20]([C:10]1[C:11]2[C:12]([NH2:17])=[CH:13][CH:14]=[CH:15][C:16]=2[N:8]([CH2:7][C:4]2[CH:5]=[CH:6][N:2]([CH3:1])[N:3]=2)[N:9]=1)[CH3:21], predict the reactants needed to synthesize it. The reactants are: [CH3:1][N:2]1[CH:6]=[CH:5][C:4]([CH2:7][N:8]2[C:16]3[C:11](=[C:12]([N+:17]([O-])=O)[CH:13]=[CH:14][CH:15]=3)[C:10]([CH:20]=[CH2:21])=[N:9]2)=[N:3]1. (7) Given the product [OH:14][CH2:13][CH2:12][CH2:11][C@H:8]1[CH2:9][O:10][C:18]([CH3:20])([CH3:19])[N:7]1[C:6]([O:5][C:1]([CH3:4])([CH3:2])[CH3:3])=[O:15], predict the reactants needed to synthesize it. The reactants are: [C:1]([O:5][C:6](=[O:15])[NH:7][C@@H:8]([CH2:11][CH2:12][CH2:13][OH:14])[CH2:9][OH:10])([CH3:4])([CH3:3])[CH3:2].CO[C:18](OC)([CH3:20])[CH3:19].O.C1(C)C=CC(S(O)(=O)=O)=CC=1.C(=O)([O-])O.[Na+]. (8) Given the product [Cl:16][C:17]1[CH:25]=[C:24]([C:26]#[C:27][CH:28]([O:30][CH3:31])[CH3:29])[C:20]2[O:21][CH2:22][O:23][C:19]=2[C:18]=1[NH:32][C:34]1[C:43]2[C:38](=[CH:39][C:40]([O:46][CH3:47])=[C:41]([O:44][CH3:45])[CH:42]=2)[N:37]=[CH:36][N:35]=1, predict the reactants needed to synthesize it. The reactants are: C[Si]([N-][Si](C)(C)C)(C)C.[Na+].O1CCCC1.[Cl:16][C:17]1[CH:25]=[C:24]([C:26]#[C:27][CH:28]([O:30][CH3:31])[CH3:29])[C:20]2[O:21][CH2:22][O:23][C:19]=2[C:18]=1[NH2:32].Cl[C:34]1[C:43]2[C:38](=[CH:39][C:40]([O:46][CH3:47])=[C:41]([O:44][CH3:45])[CH:42]=2)[N:37]=[CH:36][N:35]=1. (9) Given the product [Cl:32][C:29]1[S:28][C:27]([C:25]([NH:24][CH2:23][CH:21]2[O:20][C:19](=[O:33])[N:18]([C:15]3[CH:16]=[CH:17][C:12]([N:8]4[CH2:9][CH2:10][CH2:11][CH2:7]4)=[CH:13][CH:14]=3)[CH2:22]2)=[O:26])=[CH:31][CH:30]=1, predict the reactants needed to synthesize it. The reactants are: C(OC(=O)[C@@H:7]1[CH2:11][CH2:10][CH2:9][N:8]1[C:12]1[CH:17]=[CH:16][C:15]([N:18]2[CH2:22][CH:21]([CH2:23][NH:24][C:25]([C:27]3[S:28][C:29]([Cl:32])=[CH:30][CH:31]=3)=[O:26])[O:20][C:19]2=[O:33])=[CH:14][CH:13]=1)(C)(C)C.FC(F)(F)C(O)=O.